From a dataset of Reaction yield outcomes from USPTO patents with 853,638 reactions. Predict the reaction yield, written as a fraction of the theoretical maximum amount of product (1.0 means a 100% yield; for example, 0.34 means a 34% yield). (1) The reactants are FC(F)(F)C(O)=O.[CH3:8][NH:9][C:10]1[CH:11]=[N:12][CH:13]=[CH:14][C:15]=1[N:16]1[CH2:21][CH2:20][CH2:19][CH2:18][CH:17]1[CH3:22].CCN(C(C)C)C(C)C.[F:32][C:33]([F:48])([F:47])[C:34]1[CH:35]=[C:36]([CH:40]=[C:41]([C:43]([F:46])([F:45])[F:44])[CH:42]=1)[C:37](Cl)=[O:38].CCOC(C)=O. The catalyst is C(Cl)Cl.CCCCCC. The product is [CH3:8][N:9]([C:10]1[CH:11]=[N:12][CH:13]=[CH:14][C:15]=1[N:16]1[CH2:21][CH2:20][CH2:19][CH2:18][CH:17]1[CH3:22])[C:37](=[O:38])[C:36]1[CH:40]=[C:41]([C:43]([F:44])([F:45])[F:46])[CH:42]=[C:34]([C:33]([F:32])([F:47])[F:48])[CH:35]=1. The yield is 0.260. (2) The reactants are [CH:1]([C@H:4]1[NH:19][C:18](=[O:20])[C@@H:17]([CH2:21][S:22]C(C2C=CC=CC=2)(C2C=CC=CC=2)C2C=CC=CC=2)[NH:16][C:15](=[O:42])[C@@H:14]([CH:43]([CH3:45])[CH3:44])[NH:13][C:12](=[O:46])[CH2:11][C@@H:10](/[CH:47]=[CH:48]/[CH2:49][CH2:50][S:51]C(C2C=CC=CC=2)(C2C=CC=CC=2)C2C=CC=CC=2)[O:9][C:8](=[O:71])[CH2:7][NH:6][C:5]1=[O:72])([CH3:3])[CH3:2]. The catalyst is C(Cl)Cl.CO. The product is [CH:1]([C@H:4]1[NH:19][C:18](=[O:20])[C@@H:17]2[NH:16][C:15](=[O:42])[C@@H:14]([CH:43]([CH3:45])[CH3:44])[NH:13][C:12](=[O:46])[CH2:11][C@@H:10]([CH:47]=[CH:48][CH2:49][CH2:50][S:51][S:22][CH2:21]2)[O:9][C:8](=[O:71])[CH2:7][NH:6][C:5]1=[O:72])([CH3:3])[CH3:2]. The yield is 0.970. (3) The reactants are [CH2:1]([O:3][C:4](=[O:23])[C:5](=[O:22])[CH2:6][C:7]([N:9]1[CH2:14][CH2:13][CH:12]([O:15]C(=O)C(C)(C)C)[CH2:11][CH2:10]1)=[O:8])[CH3:2].[O-]CC.[Na+]. The catalyst is C(O)C. The product is [OH:15][CH:12]1[CH2:11][CH2:10][N:9]([C:7](=[O:8])[CH2:6][C:5](=[O:22])[C:4]([O:3][CH2:1][CH3:2])=[O:23])[CH2:14][CH2:13]1. The yield is 0.530. (4) The reactants are OC1C=C(N[C:9]2[N:14]=[C:13]([NH:15][C:16]3[CH:21]=[CH:20][CH:19]=[C:18]([OH:22])[CH:17]=3)[C:12]([F:23])=[CH:11][N:10]=2)C=CC=1.[OH:24][C:25]1[C:26]([CH3:32])=[C:27]([CH:29]=[CH:30][CH:31]=1)[NH2:28].Cl[C:34]1N=C(Cl)C(F)=CN=1. No catalyst specified. The product is [OH:24][C:25]1[C:26]([CH3:32])=[C:27]([NH:28][C:9]2[N:14]=[C:13]([NH:15][C:16]3[CH:21]=[CH:20][CH:19]=[C:18]([OH:22])[C:17]=3[CH3:34])[C:12]([F:23])=[CH:11][N:10]=2)[CH:29]=[CH:30][CH:31]=1. The yield is 0.880. (5) The product is [CH3:1][S:2]([C:5]1[CH:6]=[CH:7][C:8]([CH:11]([C:12]2[NH:35][C:15]([C:17]3[CH:22]=[CH:21][CH:20]=[CH:19][N:18]=3)=[CH:14][CH:13]=2)[CH2:24][CH:25]2[CH2:26][CH2:27][O:28][CH2:29][CH2:30]2)=[CH:9][CH:10]=1)(=[O:3])=[O:4]. The yield is 0.860. The reactants are [CH3:1][S:2]([C:5]1[CH:10]=[CH:9][C:8]([CH:11]([CH2:24][CH:25]2[CH2:30][CH2:29][O:28][CH2:27][CH2:26]2)[C:12](=O)[CH2:13][CH2:14][C:15]([C:17]2[CH:22]=[CH:21][CH:20]=[CH:19][N:18]=2)=O)=[CH:7][CH:6]=1)(=[O:4])=[O:3].C([O-])(=O)C.[NH4+:35]. The catalyst is C(O)(=O)C.C(OCC)(=O)C. (6) The reactants are [F:1][C:2]1[CH:7]=[CH:6][C:5]([N:8]2[C:16]3[C:11](=[CH:12][C:13]([C:17]#[C:18][CH2:19][CH2:20][CH2:21]OS(C)(=O)=O)=[CH:14][CH:15]=3)[CH:10]=[CH:9]2)=[CH:4][CH:3]=1.[CH2:27]([CH2:30][NH2:31])[CH:28]=C.[CH3:32]N(C=O)C. No catalyst specified. The product is [CH2:30]([N:31]([CH2:21][CH2:20][CH2:19][C:18]#[C:17][C:13]1[CH:12]=[C:11]2[C:16](=[CH:15][CH:14]=1)[N:8]([C:5]1[CH:6]=[CH:7][C:2]([F:1])=[CH:3][CH:4]=1)[CH:9]=[CH:10]2)[CH3:32])[CH:27]=[CH2:28]. The yield is 0.550. (7) The reactants are [C:1]([C:3]1[CH2:24][C@@:23]2([CH3:25])[C@@H:6]([CH2:7][CH2:8][C@:9]3([CH3:34])[C:22]2=[CH:21][C:20](=[O:26])[C@H:19]2[C@@:10]3([CH3:33])[CH2:11][CH2:12][C@:13]3([CH3:32])[C@H:18]2[CH2:17][C@@:16]([CH3:31])([C:27]([O:29][CH3:30])=[O:28])[CH2:15][CH2:14]3)[C:5]([CH3:36])([CH3:35])[C:4]=1[OH:37])#[N:2].ClC1C(=O)C(C#N)=C(C#N)C(=O)C=1Cl. The catalyst is C1(C)C=CC=CC=1. The product is [C:1]([C:3]1[C:4](=[O:37])[C:5]([CH3:36])([CH3:35])[C@H:6]2[C@:23]([CH3:25])([CH:24]=1)[C:22]1[C@:9]([CH3:34])([C@@:10]3([CH3:33])[C@H:19]([C:20](=[O:26])[CH:21]=1)[C@H:18]1[C@:13]([CH3:32])([CH2:14][CH2:15][C@:16]([CH3:31])([C:27]([O:29][CH3:30])=[O:28])[CH2:17]1)[CH2:12][CH2:11]3)[CH2:8][CH2:7]2)#[N:2]. The yield is 0.329. (8) The reactants are [O:1]=[C:2]([CH2:20][CH3:21])[C:3](=[N:8][NH:9][C:10]1[CH:15]=[CH:14][CH:13]=[C:12]([C:16]([F:19])([F:18])[F:17])[CH:11]=1)[C:4]([O:6][CH3:7])=[O:5].[CH3:22]OC(OC)N(C)C. No catalyst specified. The product is [CH3:21][C:20]1[C:2](=[O:1])[C:3]([C:4]([O:6][CH3:7])=[O:5])=[N:8][N:9]([C:10]2[CH:15]=[CH:14][CH:13]=[C:12]([C:16]([F:17])([F:18])[F:19])[CH:11]=2)[CH:22]=1. The yield is 0.870. (9) The yield is 0.260. The product is [CH2:1]([N:5]1[C:13]2[N:12]=[C:11]([Cl:14])[NH:10][C:9]=2[C:8](=[O:18])[N:7]([CH2:19][CH2:20][CH2:21][C:22]2[N:26]=[CH:25][N:24]([CH2:30][C:31]3[CH:36]=[CH:35][CH:34]=[CH:33][C:32]=3[C:37]([F:38])([F:39])[F:40])[CH:23]=2)[C:6]1=[O:28])[CH2:2][CH2:3][CH3:4]. The reactants are [CH2:1]([N:5]1[C:13]2[N:12]=[C:11]([Cl:14])[N:10](CC=C)[C:9]=2[C:8](=[O:18])[N:7]([CH2:19][CH2:20][CH2:21][CH2:22][C:23]2[N:24]=[CH:25][NH:26]C=2)[C:6]1=[O:28])[CH2:2][CH2:3][CH3:4].Cl[CH2:30][C:31]1[CH:36]=[CH:35][CH:34]=[CH:33][C:32]=1[C:37]([F:40])([F:39])[F:38].CCN(C(C)C)C(C)C.N1CCOCC1. The catalyst is CN(C=O)C.C1C=CC([P]([Pd]([P](C2C=CC=CC=2)(C2C=CC=CC=2)C2C=CC=CC=2)([P](C2C=CC=CC=2)(C2C=CC=CC=2)C2C=CC=CC=2)[P](C2C=CC=CC=2)(C2C=CC=CC=2)C2C=CC=CC=2)(C2C=CC=CC=2)C2C=CC=CC=2)=CC=1. (10) The reactants are [CH2:1]([C:8]1([C:15]#[C:16][Si:17]([CH3:20])([CH3:19])[CH3:18])[CH2:13][CH2:12][C:11](=[O:14])[CH2:10][CH2:9]1)[C:2]1[CH:7]=[CH:6][CH:5]=[CH:4][CH:3]=1.C([N-]C(C)C)(C)C.[Li+].C1([Se]Cl)C=CC=CC=1.OO. The catalyst is C1COCC1.C(OCC)C. The product is [CH2:1]([C:8]1([C:15]#[C:16][Si:17]([CH3:19])([CH3:18])[CH3:20])[CH2:13][CH2:12][C:11](=[O:14])[CH:10]=[CH:9]1)[C:2]1[CH:7]=[CH:6][CH:5]=[CH:4][CH:3]=1. The yield is 0.390.